This data is from Catalyst prediction with 721,799 reactions and 888 catalyst types from USPTO. The task is: Predict which catalyst facilitates the given reaction. (1) Reactant: [NH2:1][C:2]1[S:3][C:4]([Br:11])=[C:5]([C:7](F)(F)F)[N:6]=1.[F:12][C:13]1[CH:21]=[CH:20][CH:19]=[C:18]([F:22])[C:14]=1[C:15](Cl)=[O:16].Cl. Product: [Br:11][C:4]1[S:3][C:2]([NH:1][C:15](=[O:16])[C:14]2[C:13]([F:12])=[CH:21][CH:20]=[CH:19][C:18]=2[F:22])=[N:6][C:5]=1[CH3:7]. The catalyst class is: 859. (2) Reactant: FC(F)(F)C(O)=O.[CH:8]1([C:11]2[CH:19]=[N:18][CH:17]=[C:16]([F:20])[C:12]=2[C:13]([OH:15])=O)[CH2:10][CH2:9]1.[Cl:21][C:22]1[CH:23]=[C:24]([CH:28]=[CH:29][N:30]=1)[C:25]([NH2:27])=[NH:26].Cl.F[P-](F)(F)(F)(F)F.C[N+](C)=C(N(C)C)ON1C2N=CC=CC=2N=N1.C(N(CC)C(C)C)(C)C. Product: [Cl:21][C:22]1[CH:23]=[C:24]([C:25](=[NH:26])[NH:27][C:13](=[O:15])[C:12]2[C:16]([F:20])=[CH:17][N:18]=[CH:19][C:11]=2[CH:8]2[CH2:9][CH2:10]2)[CH:28]=[CH:29][N:30]=1. The catalyst class is: 9.